Dataset: Full USPTO retrosynthesis dataset with 1.9M reactions from patents (1976-2016). Task: Predict the reactants needed to synthesize the given product. (1) Given the product [C:1]([N:8]1[CH2:13][CH2:12][C@@H:11]([NH:14][C:15]2[CH:20]=[CH:19][C:18]([CH3:21])=[CH:17][C:16]=2[NH2:22])[C@H:10]([OH:25])[CH2:9]1)([O:3][C:4]([CH3:7])([CH3:6])[CH3:5])=[O:2], predict the reactants needed to synthesize it. The reactants are: [C:1]([N:8]1[CH2:13][CH2:12][C@@H:11]([NH:14][C:15]2[CH:20]=[CH:19][C:18]([CH3:21])=[CH:17][C:16]=2[N+:22]([O-])=O)[C@H:10]([OH:25])[CH2:9]1)([O:3][C:4]([CH3:7])([CH3:6])[CH3:5])=[O:2]. (2) Given the product [F:39][C:19]1[CH:18]=[C:17]([NH:16][C:13]([NH:14][C:9](=[O:10])[CH2:8][C:5]2[CH:6]=[CH:7][C:2]([F:1])=[CH:3][CH:4]=2)=[S:12])[CH:38]=[CH:37][C:20]=1[O:21][C:22]1[N:27]=[CH:26][N:25]=[C:24]([NH:28][C:29]([N:31]2[CH2:36][CH2:35][CH2:34][CH2:33][CH2:32]2)=[O:30])[CH:23]=1, predict the reactants needed to synthesize it. The reactants are: [F:1][C:2]1[CH:7]=[CH:6][C:5]([CH2:8][C:9](Cl)=[O:10])=[CH:4][CH:3]=1.[S-:12][C:13]#[N:14].[K+].[NH2:16][C:17]1[CH:38]=[CH:37][C:20]([O:21][C:22]2[N:27]=[CH:26][N:25]=[C:24]([NH:28][C:29]([N:31]3[CH2:36][CH2:35][CH2:34][CH2:33][CH2:32]3)=[O:30])[CH:23]=2)=[C:19]([F:39])[CH:18]=1.CCCCCC. (3) Given the product [S:6]1[CH:7]=[C:3]([CH2:2][O:8][C:9]2[CH:10]=[CH:11][C:12]([CH2:15][C:16](=[O:18])[CH3:17])=[CH:13][CH:14]=2)[N:4]=[CH:5]1, predict the reactants needed to synthesize it. The reactants are: Cl[CH2:2][C:3]1[N:4]=[CH:5][S:6][CH:7]=1.[OH:8][C:9]1[CH:14]=[CH:13][C:12]([CH2:15][C:16](=[O:18])[CH3:17])=[CH:11][CH:10]=1. (4) The reactants are: C([Li])CCC.[CH:6]1([C:9]2[C:14]([O:15][CH2:16][O:17][CH3:18])=[CH:13][CH:12]=[C:11]([CH2:19][O:20][Si:21]([CH:28]([CH3:30])[CH3:29])([CH:25]([CH3:27])[CH3:26])[CH:22]([CH3:24])[CH3:23])[N:10]=2)[CH2:8][CH2:7]1.C[O:32]B(OC)OC.OO.[OH-].[Na+]. Given the product [CH:6]1([C:9]2[C:14]([O:15][CH2:16][O:17][CH3:18])=[C:13]([OH:32])[CH:12]=[C:11]([CH2:19][O:20][Si:21]([CH:25]([CH3:27])[CH3:26])([CH:22]([CH3:24])[CH3:23])[CH:28]([CH3:30])[CH3:29])[N:10]=2)[CH2:7][CH2:8]1, predict the reactants needed to synthesize it. (5) Given the product [Cl:1][C:2]1[CH:3]=[CH:4][C:5]([NH:8][C:9](=[O:15])[O:10][C:11]([CH3:12])([CH3:14])[CH3:13])=[C:6]([CH:24]([C:23]2[CH:26]=[CH:27][CH:28]=[C:29]([O:30][CH3:31])[C:22]=2[Cl:21])[OH:25])[CH:7]=1, predict the reactants needed to synthesize it. The reactants are: [Cl:1][C:2]1[CH:7]=[CH:6][C:5]([NH:8][C:9](=[O:15])[O:10][C:11]([CH3:14])([CH3:13])[CH3:12])=[CH:4][CH:3]=1.C([Li])(CC)C.[Cl:21][C:22]1[C:29]([O:30][CH3:31])=[CH:28][CH:27]=[CH:26][C:23]=1[CH:24]=[O:25].[Cl-].[NH4+]. (6) Given the product [Cl:1][C:2]1[CH:3]=[C:4]([CH2:9][C:10]([OH:12])=[O:11])[CH:5]=[C:6]([S:8][C:14]2[CH:21]=[CH:20][C:19]([S:22]([CH2:25][CH3:26])(=[O:24])=[O:23])=[CH:18][C:15]=2[C:16]#[N:17])[CH:7]=1, predict the reactants needed to synthesize it. The reactants are: [Cl:1][C:2]1[CH:3]=[C:4]([CH2:9][C:10]([OH:12])=[O:11])[CH:5]=[C:6]([SH:8])[CH:7]=1.Cl[C:14]1[CH:21]=[CH:20][C:19]([S:22]([CH2:25][CH3:26])(=[O:24])=[O:23])=[CH:18][C:15]=1[C:16]#[N:17].